This data is from Peptide-MHC class II binding affinity with 134,281 pairs from IEDB. The task is: Regression. Given a peptide amino acid sequence and an MHC pseudo amino acid sequence, predict their binding affinity value. This is MHC class II binding data. (1) The peptide sequence is SSAGGFFTSVGKGIH. The MHC is DRB4_0101 with pseudo-sequence DRB4_0103. The binding affinity (normalized) is 0.0730. (2) The peptide sequence is KFPELGMNPSHCNEM. The MHC is HLA-DPA10301-DPB10402 with pseudo-sequence HLA-DPA10301-DPB10402. The binding affinity (normalized) is 0.0942. (3) The peptide sequence is EKKYFAATQFEPLAV. The MHC is DRB1_0101 with pseudo-sequence DRB1_0101. The binding affinity (normalized) is 0.578. (4) The peptide sequence is RVWEQIFSTWLLKPG. The MHC is HLA-DQA10501-DQB10201 with pseudo-sequence HLA-DQA10501-DQB10201. The binding affinity (normalized) is 0.161. (5) The peptide sequence is KGNFQRLAITKGKVD. The MHC is DRB1_0101 with pseudo-sequence DRB1_0101. The binding affinity (normalized) is 0.571. (6) The peptide sequence is AFKVAATAANEAPAN. The MHC is DRB1_1001 with pseudo-sequence DRB1_1001. The binding affinity (normalized) is 0.850. (7) The peptide sequence is KLVLNIKYTRPGDSL. The MHC is DRB1_0405 with pseudo-sequence DRB1_0405. The binding affinity (normalized) is 0.183. (8) The binding affinity (normalized) is 0.523. The peptide sequence is GELQIVDKIDFAFKI. The MHC is DRB1_0404 with pseudo-sequence DRB1_0404. (9) The peptide sequence is GKMYFNLIDTKCY. The MHC is DRB1_0301 with pseudo-sequence DRB1_0301. The binding affinity (normalized) is 0.241. (10) The peptide sequence is QLQQFQKEDAALTIY. The MHC is DRB1_0802 with pseudo-sequence DRB1_0802. The binding affinity (normalized) is 0.215.